Dataset: Forward reaction prediction with 1.9M reactions from USPTO patents (1976-2016). Task: Predict the product of the given reaction. (1) Given the reactants Cl.[N:2]1[CH:7]=[CH:6][CH:5]=[CH:4][C:3]=1[C:8](=[NH:10])[NH2:9].CC(C)([O-])C.[K+].[F:17][C:18]1[CH:23]=[C:22]([F:24])[CH:21]=[CH:20][C:19]=1[C:25](=[C:27]([C:33](OCC)=[O:34])[C:28]([O:30][CH2:31][CH3:32])=[O:29])[CH3:26].Cl, predict the reaction product. The product is: [F:17][C:18]1[CH:23]=[C:22]([F:24])[CH:21]=[CH:20][C:19]=1[C:25]1([CH3:26])[CH:27]([C:28]([O:30][CH2:31][CH3:32])=[O:29])[C:33](=[O:34])[NH:9][C:8]([C:3]2[CH:4]=[CH:5][CH:6]=[CH:7][N:2]=2)=[N:10]1. (2) Given the reactants [Br:1][C:2]1[CH:10]=[C:9]([F:11])[CH:8]=[C:7]([CH3:12])[C:3]=1[C:4](N)=[O:5].N([O-])=[O:14].[Na+].[N+]([O-])=O.O, predict the reaction product. The product is: [Br:1][C:2]1[CH:10]=[C:9]([F:11])[CH:8]=[C:7]([CH3:12])[C:3]=1[C:4]([OH:14])=[O:5]. (3) Given the reactants C(OC([N:8]1[CH2:13][CH2:12][C:11](=O)[CH2:10][CH2:9]1)=O)(C)(C)C.[CH2:15]([NH2:22])[C:16]1[CH:21]=[CH:20][CH:19]=[CH:18][CH:17]=1.[N+]([CH:26]=[CH:27][C:28]1[CH:33]=[CH:32][CH:31]=[C:30]([F:34])[CH:29]=1)([O-])=O, predict the reaction product. The product is: [CH2:15]([N:22]1[C:11]2[CH2:10][CH2:9][NH:8][CH2:13][C:12]=2[C:27]([C:28]2[CH:33]=[CH:32][CH:31]=[C:30]([F:34])[CH:29]=2)=[CH:26]1)[C:16]1[CH:21]=[CH:20][CH:19]=[CH:18][CH:17]=1. (4) Given the reactants [Br:1][C:2]1[CH:3]=[C:4]([CH:8]=[C:9]([Br:20])[C:10]=1[O:11][CH2:12][C:13]1[CH:18]=[CH:17][CH:16]=[C:15]([Br:19])[CH:14]=1)[C:5]([OH:7])=O.[N+:21]([C:24]1[CH:25]=[C:26]([S:30]([NH2:33])(=[O:32])=[O:31])[CH:27]=[CH:28][CH:29]=1)([O-:23])=[O:22], predict the reaction product. The product is: [Br:20][C:9]1[CH:8]=[C:4]([CH:3]=[C:2]([Br:1])[C:10]=1[O:11][CH2:12][C:13]1[CH:18]=[CH:17][CH:16]=[C:15]([Br:19])[CH:14]=1)[C:5]([NH:33][S:30]([C:26]1[CH:27]=[CH:28][CH:29]=[C:24]([N+:21]([O-:23])=[O:22])[CH:25]=1)(=[O:32])=[O:31])=[O:7]. (5) Given the reactants [F:1][C:2]1[CH:7]=[CH:6][C:5]([CH:8]([OH:26])[CH2:9][N:10]([CH3:25])[S:11]([C:14]2[C:15]3[CH2:23][CH2:22][CH2:21][C:20](=[O:24])[C:16]=3[S:17][C:18]=2Br)(=[O:13])=[O:12])=[CH:4][CH:3]=1.[NH:27]1[CH2:32][CH2:31][O:30][CH2:29][CH2:28]1, predict the reaction product. The product is: [F:1][C:2]1[CH:7]=[CH:6][C:5]([CH:8]([OH:26])[CH2:9][N:10]([CH3:25])[S:11]([C:14]2[C:15]3[CH2:23][CH2:22][CH2:21][C:20](=[O:24])[C:16]=3[S:17][C:18]=2[N:27]2[CH2:32][CH2:31][O:30][CH2:29][CH2:28]2)(=[O:13])=[O:12])=[CH:4][CH:3]=1.